From a dataset of Reaction yield outcomes from USPTO patents with 853,638 reactions. Predict the reaction yield, written as a fraction of the theoretical maximum amount of product (1.0 means a 100% yield; for example, 0.34 means a 34% yield). The reactants are [CH2:1]([O:8][C:9]1[CH:14]=[CH:13][C:12]([C:15]2[C:16]([N:34]3[CH2:39][CH2:38][C:37]([CH3:41])([CH3:40])[CH2:36][CH2:35]3)=[C:17]([C@H:23]([O:29][C:30]([CH3:33])([CH3:32])[CH3:31])[C:24]([O:26]CC)=[O:25])[C:18]([CH3:22])=[N:19][C:20]=2[CH3:21])=[CH:11][C:10]=1[F:42])[C:2]1[CH:7]=[CH:6][CH:5]=[CH:4][CH:3]=1.[Li+].[OH-]. The catalyst is CCO.O. The product is [CH2:1]([O:8][C:9]1[CH:14]=[CH:13][C:12]([C:15]2[C:16]([N:34]3[CH2:35][CH2:36][C:37]([CH3:41])([CH3:40])[CH2:38][CH2:39]3)=[C:17]([C@H:23]([O:29][C:30]([CH3:33])([CH3:32])[CH3:31])[C:24]([OH:26])=[O:25])[C:18]([CH3:22])=[N:19][C:20]=2[CH3:21])=[CH:11][C:10]=1[F:42])[C:2]1[CH:7]=[CH:6][CH:5]=[CH:4][CH:3]=1. The yield is 0.900.